From a dataset of Peptide-MHC class I binding affinity with 185,985 pairs from IEDB/IMGT. Regression. Given a peptide amino acid sequence and an MHC pseudo amino acid sequence, predict their binding affinity value. This is MHC class I binding data. (1) The peptide sequence is KLVGIELPK. The MHC is HLA-A02:03 with pseudo-sequence HLA-A02:03. The binding affinity (normalized) is 0.0847. (2) The peptide sequence is NADTGHSIY. The MHC is HLA-B48:01 with pseudo-sequence HLA-B48:01. The binding affinity (normalized) is 0.0847. (3) The peptide sequence is YCNYSKYWYL. The MHC is HLA-A23:01 with pseudo-sequence HLA-A23:01. The binding affinity (normalized) is 0.348. (4) The peptide sequence is CWLVSNGSY. The MHC is HLA-A32:01 with pseudo-sequence HLA-A32:01. The binding affinity (normalized) is 0.0901. (5) The peptide sequence is FPHTELANL. The MHC is HLA-B37:01 with pseudo-sequence HLA-B37:01. The binding affinity (normalized) is 0.0847. (6) The binding affinity (normalized) is 0.0514. The peptide sequence is RLRDLLLIVTR. The MHC is HLA-A02:06 with pseudo-sequence HLA-A02:06.